Dataset: Forward reaction prediction with 1.9M reactions from USPTO patents (1976-2016). Task: Predict the product of the given reaction. (1) The product is: [CH3:18][N:15]1[CH2:16][CH2:17][N:12]([CH2:11][C:4]2[CH:5]=[CH:6][C:7]([N+:8]([O-:10])=[O:9])=[C:2]([NH:19][C:20]3[S:24][C:23]([C:25]([O:27][CH3:28])=[O:26])=[C:22]([O:29][C@@H:30]([C:32]4[CH:37]=[CH:36][CH:35]=[CH:34][C:33]=4[C:38]([F:41])([F:39])[F:40])[CH3:31])[CH:21]=3)[CH:3]=2)[CH2:13][CH2:14]1. Given the reactants Br[C:2]1[CH:3]=[C:4]([CH2:11][N:12]2[CH2:17][CH2:16][N:15]([CH3:18])[CH2:14][CH2:13]2)[CH:5]=[CH:6][C:7]=1[N+:8]([O-:10])=[O:9].[NH2:19][C:20]1[S:24][C:23]([C:25]([O:27][CH3:28])=[O:26])=[C:22]([O:29][C@@H:30]([C:32]2[CH:37]=[CH:36][CH:35]=[CH:34][C:33]=2[C:38]([F:41])([F:40])[F:39])[CH3:31])[CH:21]=1.C([O-])([O-])=O.[Cs+].[Cs+].C, predict the reaction product. (2) Given the reactants [F:1][C:2]1[CH:7]=[C:6](B2OC(C)(C)C(C)(C)O2)[CH:5]=[CH:4][C:3]=1[C:17]1[CH:18]=[N:19][C:20]([NH2:23])=[N:21][CH:22]=1.Br[C:25]1[CH:30]=[CH:29][CH:28]=[CH:27][C:26]=1[S:31]([N:34]1[CH2:39][CH2:38][CH:37]([C:40]([NH2:42])=[O:41])[CH2:36][CH2:35]1)(=[O:33])=[O:32], predict the reaction product. The product is: [NH2:23][C:20]1[N:21]=[CH:22][C:17]([C:3]2[CH:4]=[CH:5][C:6]([C:25]3[CH:30]=[CH:29][CH:28]=[CH:27][C:26]=3[S:31]([N:34]3[CH2:35][CH2:36][CH:37]([C:40]([NH2:42])=[O:41])[CH2:38][CH2:39]3)(=[O:32])=[O:33])=[CH:7][C:2]=2[F:1])=[CH:18][N:19]=1. (3) Given the reactants [F:1][C:2]1[CH:7]=[CH:6][C:5]([N:8]2[CH2:13][CH2:12][N:11]([S:14]([C:17]3[CH:22]=[CH:21][CH:20]=[C:19]([O:23]C)[CH:18]=3)(=[O:16])=[O:15])[C@H:10]([CH3:25])[CH2:9]2)=[C:4]([C:26]([F:29])([F:28])[F:27])[CH:3]=1.CC(C)=O.C(=O)=O.B(Br)(Br)Br, predict the reaction product. The product is: [F:1][C:2]1[CH:7]=[CH:6][C:5]([N:8]2[CH2:13][CH2:12][N:11]([S:14]([C:17]3[CH:18]=[C:19]([OH:23])[CH:20]=[CH:21][CH:22]=3)(=[O:16])=[O:15])[C@H:10]([CH3:25])[CH2:9]2)=[C:4]([C:26]([F:27])([F:28])[F:29])[CH:3]=1. (4) The product is: [CH3:4][N:5]([CH2:1][C:9]1[C:10]2[C:11](=[N:12][CH:13]=[C:14](/[CH:16]=[CH:17]/[C:18]([O:20][C:21]([CH3:24])([CH3:23])[CH3:22])=[O:19])[CH:15]=2)[NH:7][CH:8]=1)[CH3:6]. Given the reactants [CH2:1]=O.Cl.[CH3:4][NH:5][CH3:6].[NH:7]1[C:11]2=[N:12][CH:13]=[C:14](/[CH:16]=[CH:17]/[C:18]([O:20][C:21]([CH3:24])([CH3:23])[CH3:22])=[O:19])[CH:15]=[C:10]2[CH:9]=[CH:8]1, predict the reaction product. (5) Given the reactants [C:1]([NH:4][C:5]1[S:6][CH:7]=[C:8]([CH2:10][CH2:11][C:12]2[CH:17]=[CH:16][C:15]([CH2:18][C:19]([OH:21])=O)=[CH:14][CH:13]=2)[N:9]=1)(=[O:3])[CH3:2].C(N1C=CN=C1)(N1C=CN=C1)=O.O.[NH2:35][NH2:36].O, predict the reaction product. The product is: [NH:35]([C:19]([CH2:18][C:15]1[CH:16]=[CH:17][C:12]([CH2:11][CH2:10][C:8]2[N:9]=[C:5]([NH:4][C:1](=[O:3])[CH3:2])[S:6][CH:7]=2)=[CH:13][CH:14]=1)=[O:21])[NH2:36].